From a dataset of Peptide-MHC class II binding affinity with 134,281 pairs from IEDB. Regression. Given a peptide amino acid sequence and an MHC pseudo amino acid sequence, predict their binding affinity value. This is MHC class II binding data. The peptide sequence is GGFFTSVGKGIHTVF. The MHC is DRB1_0801 with pseudo-sequence DRB1_0801. The binding affinity (normalized) is 0.674.